This data is from Drug-target binding data from BindingDB using Ki measurements. The task is: Regression. Given a target protein amino acid sequence and a drug SMILES string, predict the binding affinity score between them. We predict pKi (pKi = -log10(Ki in M); higher means stronger inhibition). Dataset: bindingdb_ki. (1) The small molecule is CN1CCN(C2=c3ccccc3=Nc3ccc(Cl)cc3N2)CC1. The target is MLLARMKPQVQPELGGADQ. The pKi is 6.0. (2) The drug is NS(=O)(=O)c1ccc(CCNC(=O)Cc2ccncc2)cc1. The target protein (P35218) has sequence MLGRNTWKTSAFSFLVEQMWAPLWSRSMRPGRWCSQRSCAWQTSNNTLHPLWTVPVSVPGGTRQSPINIQWRDSVYDPQLKPLRVSYEAASCLYIWNTGYLFQVEFDDATEASGISGGPLENHYRLKQFHFHWGAVNEGGSEHTVDGHAYPAELHLVHWNSVKYQNYKEAVVGENGLAVIGVFLKLGAHHQTLQRLVDILPEIKHKDARAAMRPFDPSTLLPTCWDYWTYAGSLTTPPLTESVTWIIQKEPVEVAPSQLSAFRTLLFSALGEEEKMMVNNYRPLQPLMNRKVWASFQATNEGTRS. The pKi is 8.1. (3) The small molecule is NCCc1c[nH]c2ccc(O)cc12. The pKi is 6.1. The target protein sequence is KPPQRLTWLTVSTVFQRDETPCSSPEKVAMLDGFHKDKTLPNASADILMRRMSTVGKKSVQTISNEQRASKVLGIVFFLFLLMWCPFFITNVTLVLCDSCNQTTLNMLLEIFVWIGYVSSGVNPLVYTLFNKTFRDA. (4) The small molecule is CCCC(=O)C(=O)[O-]. The target protein (Q9HUU1) has sequence MHRASHHELRAMFRALLDSSRCYHTASVFDPMSARIAADLGFECGILGGSVASLQVLAAPDFALITLSEFVEQATRIGRVARLPVIADADHGYGNALNVMRTVVELERAGIAALTIEDTLLPAQFGRKSTDLICVEEGVGKIRAALEARVDPALTIIARTNAELIDVDAVIQRTLAYQEAGADGICLVGVRDFAHLEAIAEHLHIPLMLVTYGNPQLRDDARLARLGVRVVVNGHAAYFAAIKATYDCLREERGAVASDLTASELSKKYTFPEEYQAWARDYMEVKE. The pKi is 2.2. (5) The drug is COc1ccccc1-c1nnc(SCC(=O)OC(C)C)n1Cc1ccccc1. The target protein (P00730) has sequence MQGLLILSVLLGAALGKEDFVGHQVLRITAADEAEVQTVKELEDLEHLQLDFWRGPGQPGSPIDVRVPFPSLQAVKVFLEAHGIRYRIMIEDVQSLLDEEQEQMFASQSRARSTNTFNYATYHTLDEIYDFMDLLVAEHPQLVSKLQIGRSYEGRPIYVLKFSTGGSNRPAIWIDLGIHSREWITQATGVWFAKKFTEDYGQDPSFTAILDSMDIFLEIVTNPDGFAFTHSQNRLWRKTRSVTSSSLCVGVDANRNWDAGFGKAGASSSPCSETYHGKYANSEVEVKSIVDFVKDHGNFKAFLSIHSYSQLLLYPYGYTTQSIPDKTELNQVAKSAVEALKSLYGTSYKYGSIITTIYQASGGSIDWSYNQGIKYSFTFELRDTGRYGFLLPASQIIPTAQETWLGVLTIMEHTLNNLY. The pKi is 3.8.